Task: Predict the product of the given reaction.. Dataset: Forward reaction prediction with 1.9M reactions from USPTO patents (1976-2016) (1) Given the reactants [C:1](OC=C)(=O)[CH2:2][CH2:3][CH2:4][CH2:5][CH2:6][CH2:7][CH2:8][CH2:9][CH2:10][CH2:11][CH2:12][CH2:13][CH2:14][CH2:15][CH2:16]CC.C1(C)C(S([O:32][CH2:33][C@H:34]([CH2:43][O:44][C:45](=[O:47])[CH3:46])[CH2:35][CH:36]([O:40][CH2:41][CH3:42])[O:37][CH2:38][CH3:39])(=O)=O)=CC=CC=1, predict the reaction product. The product is: [CH2:41]([O:40][CH:36]([O:37][CH2:38][CH3:39])[CH2:35][C@@H:34]([CH2:43][O:44][C:45](=[O:47])[CH2:46][CH2:16][CH2:15][CH2:14][CH2:13][CH2:12][CH2:11][CH2:10][CH2:9][CH2:8][CH2:7][CH2:6][CH2:5][CH2:4][CH2:3][CH2:2][CH3:1])[CH2:33][OH:32])[CH3:42]. (2) Given the reactants C(OC([N:8]1[CH2:16][C:15]2[C:10](=[CH:11][CH:12]=[CH:13][C:14]=2[N:17]([CH2:24][C:25](=[O:39])[N:26]([CH2:32][C:33]2[CH:38]=[CH:37][CH:36]=[CH:35][CH:34]=2)[CH2:27][CH2:28][N:29]([CH3:31])[CH3:30])[C:18](=[O:23])[C:19]([F:22])([F:21])[F:20])[CH2:9]1)=O)(C)(C)C.[ClH:40].CCOC(C)=O, predict the reaction product. The product is: [ClH:40].[ClH:40].[CH2:32]([N:26]([CH2:27][CH2:28][N:29]([CH3:31])[CH3:30])[C:25]([CH2:24][N:17]([C:14]1[CH:13]=[CH:12][CH:11]=[C:10]2[C:15]=1[CH2:16][NH:8][CH2:9]2)[C:18](=[O:23])[C:19]([F:20])([F:21])[F:22])=[O:39])[C:33]1[CH:38]=[CH:37][CH:36]=[CH:35][CH:34]=1. (3) Given the reactants [Cl:1][CH2:2][CH2:3][O:4][CH2:5][CH2:6][C:7]([O:9]CC)=[O:8].[OH-].[Li+], predict the reaction product. The product is: [Cl:1][CH2:2][CH2:3][O:4][CH2:5][CH2:6][C:7]([OH:9])=[O:8]. (4) Given the reactants [CH:1]1([NH:11][C:12]([CH:14]2[CH2:26][N:24]3[C:25]4[CH:17]([CH:18]([NH2:27])[CH2:19][CH2:20][C:21]=4[CH:22]=[CH:23]3)[C:16](=[O:28])[CH2:15]2)=[O:13])[C:10]2[C:5](=[CH:6][CH:7]=[CH:8][CH:9]=2)[CH2:4][CH2:3][CH2:2]1.C1C=CC2N([OH:38])N=NC=2C=1.CCN=C=NCCCN(C)C.[CH:50]([N:53]([CH:56](C)C)[CH2:54]C)([CH3:52])[CH3:51], predict the reaction product. The product is: [CH:1]1([NH:11][C:12]([CH:14]2[CH2:26][N:24]3[C:25]4[CH:17]([CH:18]([NH:27][C:51](=[O:38])[CH:50]([N:53]([CH3:56])[CH3:54])[CH3:52])[CH2:19][CH2:20][C:21]=4[CH:22]=[CH:23]3)[C:16](=[O:28])[CH2:15]2)=[O:13])[C:10]2[C:5](=[CH:6][CH:7]=[CH:8][CH:9]=2)[CH2:4][CH2:3][CH2:2]1. (5) Given the reactants [CH:1]1([C:4]2[CH:9]=[C:8]([CH2:10][N:11]3[CH2:16][CH2:15][CH:14]([N:17]4[CH:22]=[CH:21][C:20]([C:23]([O:25]C)=[O:24])=[CH:19][C:18]4=[O:27])[CH2:13][CH2:12]3)[C:7]([O:28][CH:29]([CH3:31])[CH3:30])=[CH:6][C:5]=2[C:32]2[CH:37]=[CH:36][C:35]([F:38])=[CH:34][CH:33]=2)[CH2:3][CH2:2]1.[OH-].[Na+].Cl, predict the reaction product. The product is: [CH:1]1([C:4]2[CH:9]=[C:8]([CH2:10][N:11]3[CH2:16][CH2:15][CH:14]([N:17]4[CH:22]=[CH:21][C:20]([C:23]([OH:25])=[O:24])=[CH:19][C:18]4=[O:27])[CH2:13][CH2:12]3)[C:7]([O:28][CH:29]([CH3:31])[CH3:30])=[CH:6][C:5]=2[C:32]2[CH:37]=[CH:36][C:35]([F:38])=[CH:34][CH:33]=2)[CH2:2][CH2:3]1. (6) Given the reactants CS([O:5][CH:6]([CH2:16][O:17][C:18]1[CH:19]=[C:20]2[C:25](=[CH:26][CH:27]=1)[CH2:24][N:23]([S:28]([CH3:31])(=[O:30])=[O:29])[CH2:22][CH2:21]2)[CH2:7][O:8][CH2:9][C:10]1[CH:15]=[CH:14][CH:13]=[CH:12][CH:11]=1)(=O)=O.O[C:33]1[CH:38]=[CH:37][N:36]=[CH:35][CH:34]=1.ClC1C=C(OC2CCN(C3N=CC(CC)=CN=3)CC2)C=CN=1, predict the reaction product. The product is: [CH2:9]([O:8][CH2:7][CH:6]([O:5][C:33]1[CH:38]=[CH:37][N:36]=[CH:35][CH:34]=1)[CH2:16][O:17][C:18]1[CH:19]=[C:20]2[C:25](=[CH:26][CH:27]=1)[CH2:24][N:23]([S:28]([CH3:31])(=[O:30])=[O:29])[CH2:22][CH2:21]2)[C:10]1[CH:15]=[CH:14][CH:13]=[CH:12][CH:11]=1. (7) The product is: [Cl:1][C:2]1[CH:10]=[C:9]([C:11]#[C:12][CH2:13][CH2:14][O:15][CH3:16])[C:5]2[O:6][CH2:7][O:8][C:4]=2[C:3]=1[NH:17][C:18]1[C:27]2[C:22](=[CH:23][C:24]([O:30][CH2:31][CH2:32][CH2:33][N:40]3[CH2:41][CH2:42][CH:37]([O:36][CH3:35])[CH2:38][CH2:39]3)=[C:25]([O:28][CH3:29])[CH:26]=2)[N:21]=[CH:20][N:19]=1. Given the reactants [Cl:1][C:2]1[CH:10]=[C:9]([C:11]#[C:12][CH2:13][CH2:14][O:15][CH3:16])[C:5]2[O:6][CH2:7][O:8][C:4]=2[C:3]=1[NH:17][C:18]1[C:27]2[C:22](=[CH:23][C:24]([O:30][CH2:31][CH2:32][CH2:33]Cl)=[C:25]([O:28][CH3:29])[CH:26]=2)[N:21]=[CH:20][N:19]=1.[CH3:35][O:36][CH:37]1[CH2:42][CH2:41][NH:40][CH2:39][CH2:38]1, predict the reaction product.